Dataset: Peptide-MHC class I binding affinity with 185,985 pairs from IEDB/IMGT. Task: Regression. Given a peptide amino acid sequence and an MHC pseudo amino acid sequence, predict their binding affinity value. This is MHC class I binding data. (1) The MHC is Mamu-B17 with pseudo-sequence Mamu-B17. The peptide sequence is EACYNTCY. The binding affinity (normalized) is 0.0226. (2) The peptide sequence is VKSMILHEI. The MHC is HLA-B15:03 with pseudo-sequence HLA-B15:03. The binding affinity (normalized) is 0.469. (3) The peptide sequence is KLNSFGVSI. The MHC is HLA-A32:01 with pseudo-sequence HLA-A32:01. The binding affinity (normalized) is 1.00. (4) The peptide sequence is VTGCASLYV. The MHC is HLA-B46:01 with pseudo-sequence HLA-B46:01. The binding affinity (normalized) is 0.0847.